Dataset: Reaction yield outcomes from USPTO patents with 853,638 reactions. Task: Predict the reaction yield, written as a fraction of the theoretical maximum amount of product (1.0 means a 100% yield; for example, 0.34 means a 34% yield). (1) The yield is 0.780. The catalyst is C(O)C. The product is [Cl:1][C:2]1[CH:7]=[C:6]([Cl:8])[CH:5]=[CH:4][C:3]=1[C@@H:9]1[N:10]=[C:11]([C:22]2[S:23][CH:24]=[CH:25][N:26]=2)[NH:12][C:13]([CH2:20][N:27]2[CH2:32][CH2:31][O:30][CH2:29][C@H:28]2[C:33]([OH:35])=[O:34])=[C:14]1[C:15]([O:17][CH2:18][CH3:19])=[O:16]. The reactants are [Cl:1][C:2]1[CH:7]=[C:6]([Cl:8])[CH:5]=[CH:4][C:3]=1[C@H:9]1[C:14]([C:15]([O:17][CH2:18][CH3:19])=[O:16])=[C:13]([CH2:20]Br)[NH:12][C:11]([C:22]2[S:23][CH:24]=[CH:25][N:26]=2)=[N:10]1.[NH:27]1[CH2:32][CH2:31][O:30][CH2:29][C@H:28]1[C:33]([OH:35])=[O:34].C(=O)([O-])[O-].[K+].[K+]. (2) The reactants are C([O:4][CH2:5][C:6]1[C:11]([C:12]2[CH:17]=[C:16]([NH:18][C:19]3[CH:23]=[C:22]([CH3:24])[N:21]([CH3:25])[N:20]=3)[C:15](=[O:26])[N:14]([CH3:27])[N:13]=2)=[CH:10][CH:9]=[CH:8][C:7]=1[N:28]1[N:37]=[CH:36][C:35]2[C:30](=[C:31]([F:42])[CH:32]=[C:33]([C:38]([CH3:41])([CH3:40])[CH3:39])[CH:34]=2)[C:29]1=[O:43])(=O)C.C(=O)([O-])[O-].[K+].[K+]. The catalyst is CO. The product is [C:38]([C:33]1[CH:34]=[C:35]2[C:30](=[C:31]([F:42])[CH:32]=1)[C:29](=[O:43])[N:28]([C:7]1[CH:8]=[CH:9][CH:10]=[C:11]([C:12]3[CH:17]=[C:16]([NH:18][C:19]4[CH:23]=[C:22]([CH3:24])[N:21]([CH3:25])[N:20]=4)[C:15](=[O:26])[N:14]([CH3:27])[N:13]=3)[C:6]=1[CH2:5][OH:4])[N:37]=[CH:36]2)([CH3:41])([CH3:39])[CH3:40]. The yield is 0.440. (3) The reactants are [H-].[Al+3].[Li+].[H-].[H-].[H-].[C:7]([O:11][C:12]([NH:14][C:15]1[CH:20]=[CH:19][CH:18]=[CH:17][C:16]=1[NH:21][C:22]([C:24]1[CH:29]=[CH:28][C:27]([C:30]2[C:38]([F:39])=[CH:37][C:33]([C:34](O)=[O:35])=[C:32](Cl)[N:31]=2)=[CH:26][CH:25]=1)=[O:23])=[O:13])([CH3:10])([CH3:9])[CH3:8].[OH-].[Na+].C(N(CC)CC)C. The catalyst is O1CCCC1.C(O)C.[Pd].O. The product is [F:39][C:38]1[C:30]([C:27]2[CH:26]=[CH:25][C:24]([C:22]([NH:21][C:16]3[CH:17]=[CH:18][CH:19]=[CH:20][C:15]=3[NH:14][C:12](=[O:13])[O:11][C:7]([CH3:9])([CH3:10])[CH3:8])=[O:23])=[CH:29][CH:28]=2)=[N:31][CH:32]=[C:33]([CH2:34][OH:35])[CH:37]=1. The yield is 0.210.